Dataset: Forward reaction prediction with 1.9M reactions from USPTO patents (1976-2016). Task: Predict the product of the given reaction. (1) Given the reactants Br[C:2]1[CH:3]=[CH:4][C:5]([C:8]([OH:10])=O)=[N:6][CH:7]=1.[CH2:11]([NH2:13])[CH3:12].Cl.Cl.C[Si](C)(C)CCOC[N:22]1[C:26]2[N:27]=[CH:28][N:29]=[C:30]([C:31]3[CH:32]=[N:33][N:34]([C:36]4([CH2:40][C:41]#[N:42])[CH2:39][NH:38][CH2:37]4)[CH:35]=3)[C:25]=2[CH:24]=[CH:23]1, predict the reaction product. The product is: [C:41]([CH2:40][C:36]1([N:34]2[CH:35]=[C:31]([C:30]3[C:25]4[CH:24]=[CH:23][NH:22][C:26]=4[N:27]=[CH:28][N:29]=3)[CH:32]=[N:33]2)[CH2:39][N:38]([C:2]2[CH:3]=[CH:4][C:5]([C:8]([NH:13][CH2:11][CH3:12])=[O:10])=[N:6][CH:7]=2)[CH2:37]1)#[N:42]. (2) Given the reactants [NH:1]1[C:9]2[C:4](=[CH:5][CH:6]=[CH:7][CH:8]=2)[C:3]2([CH2:13][CH2:12][CH2:11][CH2:10]2)[C:2]1=[O:14].C([O-])(=O)C.[Na+].[Br:20]Br.C(=O)([O-])O.[Na+], predict the reaction product. The product is: [Br:20][CH:13]1[C:3]2([C:4]3[C:9](=[CH:8][CH:7]=[CH:6][CH:5]=3)[NH:1][C:2]2=[O:14])[CH2:10][CH2:11][CH2:12]1. (3) Given the reactants Br[C:2]1[CH:7]=[CH:6][C:5](/[CH:8]=[CH:9]/[C:10]([O:12][CH2:13][CH3:14])=[O:11])=[CH:4][CH:3]=1.C1(P(C2CCCCC2)C2C=CC=CC=2C2C(N(C)C)=CC=CC=2)CCCCC1.C(=O)([O-])[O-].[Cs+].[Cs+].[CH2:49]([N:56]1[CH2:60][CH2:59][C@@H:58]([NH2:61])[CH2:57]1)[C:50]1[CH:55]=[CH:54][CH:53]=[CH:52][CH:51]=1.[NH4+].[Cl-], predict the reaction product. The product is: [CH2:49]([N:56]1[CH2:60][CH2:59][C@@H:58]([NH:61][C:2]2[CH:7]=[CH:6][C:5](/[CH:8]=[CH:9]/[C:10]([O:12][CH2:13][CH3:14])=[O:11])=[CH:4][CH:3]=2)[CH2:57]1)[C:50]1[CH:51]=[CH:52][CH:53]=[CH:54][CH:55]=1. (4) Given the reactants [Cl-].[Mg+2].[Cl-].C(C(C([O-])=O)C([O-])=O)C.[K+].[K+].[Br:15][C:16]1[C:17]([O:27][CH3:28])=[CH:18][C:19]([O:25][CH3:26])=[C:20]([CH:24]=1)[C:21](Cl)=[O:22].Cl.[C:30]([O:33][CH2:34][CH3:35])(=[O:32])[CH3:31], predict the reaction product. The product is: [Br:15][C:16]1[C:17]([O:27][CH3:28])=[CH:18][C:19]([O:25][CH3:26])=[C:20]([C:21](=[O:22])[CH2:31][C:30]([O:33][CH2:34][CH3:35])=[O:32])[CH:24]=1. (5) Given the reactants Cl.[C:2]([C:4]1[C:5]([CH3:19])=[CH:6][C:7]([C:10]([NH:12][CH:13]2[CH2:18][CH2:17][NH:16][CH2:15][CH2:14]2)=[O:11])=[N:8][CH:9]=1)#[N:3].[CH3:20][C:21]1[C:29]2[CH2:28][O:27][C:26](=[O:30])[C:25]=2[CH:24]=[CH:23][C:22]=1[CH2:31][CH:32]=O, predict the reaction product. The product is: [C:2]([C:4]1[C:5]([CH3:19])=[CH:6][C:7]([C:10]([NH:12][CH:13]2[CH2:18][CH2:17][N:16]([CH2:32][CH2:31][C:22]3[C:21]([CH3:20])=[C:29]4[C:25](=[CH:24][CH:23]=3)[C:26](=[O:30])[O:27][CH2:28]4)[CH2:15][CH2:14]2)=[O:11])=[N:8][CH:9]=1)#[N:3].